This data is from Peptide-MHC class I binding affinity with 185,985 pairs from IEDB/IMGT. The task is: Regression. Given a peptide amino acid sequence and an MHC pseudo amino acid sequence, predict their binding affinity value. This is MHC class I binding data. (1) The peptide sequence is KPHETAIKEV. The MHC is HLA-B53:01 with pseudo-sequence HLA-B53:01. The binding affinity (normalized) is 0.0288. (2) The peptide sequence is CWFADTNLI. The MHC is HLA-A29:02 with pseudo-sequence HLA-A29:02. The binding affinity (normalized) is 0.338. (3) The peptide sequence is EGNLAQGFR. The MHC is HLA-A26:03 with pseudo-sequence HLA-A26:03. The binding affinity (normalized) is 0.499. (4) The peptide sequence is FVAEGDALV. The MHC is HLA-A31:01 with pseudo-sequence HLA-A31:01. The binding affinity (normalized) is 0.0847.